This data is from Full USPTO retrosynthesis dataset with 1.9M reactions from patents (1976-2016). The task is: Predict the reactants needed to synthesize the given product. (1) Given the product [CH3:28][O:27][C:26]1[C:3](=[O:2])[C:4]([CH3:33])=[C:5]([CH2:6][C:7]2[CH:8]=[CH:9][C:10]([C:16]3[CH:21]=[CH:20][CH:19]=[CH:18][C:17]=3[O:22][CH3:23])=[C:11]([CH:15]=2)[C:12]([OH:14])=[O:13])[C:24](=[O:31])[C:25]=1[O:29][CH3:30], predict the reactants needed to synthesize it. The reactants are: C[O:2][C:3]1[C:4]([CH3:33])=[C:5]([C:24]([O:31]C)=[C:25]([O:29][CH3:30])[C:26]=1[O:27][CH3:28])[CH2:6][C:7]1[CH:8]=[CH:9][C:10]([C:16]2[CH:21]=[CH:20][CH:19]=[CH:18][C:17]=2[O:22][CH3:23])=[C:11]([CH:15]=1)[C:12]([OH:14])=[O:13].O=[N+]([O-])[O-].[O-][N+](=O)[O-].[O-][N+](=O)[O-].[O-][N+](=O)[O-].[O-][N+](=O)[O-].[O-][N+](=O)[O-].[Ce+4].[NH4+].[NH4+]. (2) Given the product [Br:26][C:27]1[CH:32]=[CH:31][C:30]([Br:34])=[CH:29][C:28]=1[S:36]([NH:1][C@H:2]1[CH2:6][N:5]([C:7]([O:9][C:10]([CH3:12])([CH3:13])[CH3:11])=[O:8])[C@@H:4]([CH2:14][N:15]2[C:23](=[O:24])[C:22]3[C:17](=[CH:18][CH:19]=[CH:20][CH:21]=3)[C:16]2=[O:25])[CH2:3]1)(=[O:38])=[O:37], predict the reactants needed to synthesize it. The reactants are: [NH2:1][C@H:2]1[CH2:6][N:5]([C:7]([O:9][C:10]([CH3:13])([CH3:12])[CH3:11])=[O:8])[C@@H:4]([CH2:14][N:15]2[C:23](=[O:24])[C:22]3[C:17](=[CH:18][CH:19]=[CH:20][CH:21]=3)[C:16]2=[O:25])[CH2:3]1.[Br:26][C:27]1[C:32](F)=[CH:31][C:30]([Br:34])=[C:29](F)[C:28]=1[S:36](Cl)(=[O:38])=[O:37].CCN(C(C)C)C(C)C. (3) Given the product [CH2:1]([O:8][C:9]1[CH:40]=[CH:39][C:12]([CH2:13][N:14]([CH2:35][CH2:36][CH2:37][CH3:38])[C:15](=[O:34])[CH2:16][O:17][C:18]2[CH:23]=[CH:22][C:21]([CH2:24][C@H:25]([O:31][CH2:32][CH3:33])[C:26]([OH:28])=[O:27])=[CH:20][CH:19]=2)=[CH:11][CH:10]=1)[C:2]1[CH:7]=[CH:6][CH:5]=[CH:4][CH:3]=1, predict the reactants needed to synthesize it. The reactants are: [CH2:1]([O:8][C:9]1[CH:40]=[CH:39][C:12]([CH2:13][N:14]([CH2:35][CH2:36][CH2:37][CH3:38])[C:15](=[O:34])[CH2:16][O:17][C:18]2[CH:23]=[CH:22][C:21]([CH2:24][C@H:25]([O:31][CH2:32][CH3:33])[C:26]([O:28]CC)=[O:27])=[CH:20][CH:19]=2)=[CH:11][CH:10]=1)[C:2]1[CH:7]=[CH:6][CH:5]=[CH:4][CH:3]=1.[Li+].[OH-]. (4) Given the product [OH:12][CH2:11][C:9]1[N:10]=[C:6]2[CH:5]=[CH:4][CH:3]=[C:2]([C:22]3[CH:23]=[C:18]([CH:19]=[CH:20][CH:21]=3)[C:16]([O:15][CH2:13][CH3:14])=[O:17])[N:7]2[CH:8]=1, predict the reactants needed to synthesize it. The reactants are: Br[C:2]1[N:7]2[CH:8]=[C:9]([CH2:11][OH:12])[N:10]=[C:6]2[CH:5]=[CH:4][CH:3]=1.[CH2:13]([O:15][C:16]([C:18]1[CH:19]=[C:20](B(O)O)[CH:21]=[CH:22][CH:23]=1)=[O:17])[CH3:14].C(=O)([O-])[O-].[Na+].[Na+].COCCOC. (5) Given the product [OH:4][CH:5]1[CH2:10][CH2:9][CH:8]([N:11]2[C:16](=[O:17])[C:15]([CH2:18][C:19]3[CH:20]=[CH:21][C:22]([C:25]4[C:26]([C:31]#[N:32])=[CH:27][CH:28]=[CH:29][CH:30]=4)=[CH:23][CH:24]=3)=[C:14]([CH2:33][CH2:34][CH3:35])[N:13]3[N:36]=[C:37]([C:39]([F:41])([F:42])[F:40])[N:38]=[C:12]23)[CH2:7][CH2:6]1, predict the reactants needed to synthesize it. The reactants are: O1[C:5]2([CH2:10][CH2:9][CH:8]([N:11]3[C:16](=[O:17])[C:15]([CH2:18][C:19]4[CH:24]=[CH:23][C:22]([C:25]5[C:26]([C:31]#[N:32])=[CH:27][CH:28]=[CH:29][CH:30]=5)=[CH:21][CH:20]=4)=[C:14]([CH2:33][CH2:34][CH3:35])[N:13]4[N:36]=[C:37]([C:39]([F:42])([F:41])[F:40])[N:38]=[C:12]34)[CH2:7][CH2:6]2)[O:4]CC1.Cl.[OH-].[Na+]. (6) Given the product [C:25]([C:22]1[CH:23]=[C:24]2[C:14]3([CH2:15][CH2:16][NH:11][CH2:12][CH2:13]3)[CH2:17][N:18]([C:29](=[O:38])[C:30]3[C:35]([F:36])=[CH:34][CH:33]=[CH:32][C:31]=3[F:37])[C:19]2=[CH:20][CH:21]=1)([CH3:28])([CH3:26])[CH3:27], predict the reactants needed to synthesize it. The reactants are: C(OC([N:11]1[CH2:16][CH2:15][C:14]2([C:24]3[C:19](=[CH:20][CH:21]=[C:22]([C:25]([CH3:28])([CH3:27])[CH3:26])[CH:23]=3)[N:18]([C:29](=[O:38])[C:30]3[C:35]([F:36])=[CH:34][CH:33]=[CH:32][C:31]=3[F:37])[CH2:17]2)[CH2:13][CH2:12]1)=O)C1C=CC=CC=1. (7) The reactants are: [CH2:1]([C:3]1[CH:4]=[C:5]([CH:8]=[C:9]([CH3:12])[C:10]=1[OH:11])[CH:6]=[O:7])[CH3:2].[CH2:13]([C:15]1[CH:20]=[CH:19][CH:18]=[C:17](C)[C:16]=1O)C.C(C1C=C(C=C(C)C=1O)C(NO)=N)C.C([O-])([O-])=O.[K+].[K+].C(Br)C1C=CC=CC=1. Given the product [CH2:13]([O:11][C:10]1[C:9]([CH3:12])=[CH:8][C:5]([CH:6]=[O:7])=[CH:4][C:3]=1[CH2:1][CH3:2])[C:15]1[CH:20]=[CH:19][CH:18]=[CH:17][CH:16]=1, predict the reactants needed to synthesize it. (8) Given the product [C:28]([O:13][C:8]([CH2:14][CH:15]1[CH:20]([C:21]([OH:24])([CH3:23])[CH3:22])[CH:19]2[CH2:25][CH:16]1[CH2:17][CH2:18]2)([C:9]([F:11])([F:10])[F:12])[C:7]([F:26])([F:27])[F:6])(=[O:32])[C:29]([CH3:31])=[CH2:30], predict the reactants needed to synthesize it. The reactants are: C([Li])CCC.[F:6][C:7]([F:27])([F:26])[C:8]([CH2:14][CH:15]1[CH:20]([C:21]([OH:24])([CH3:23])[CH3:22])[CH:19]2[CH2:25][CH:16]1[CH2:17][CH2:18]2)([OH:13])[C:9]([F:12])([F:11])[F:10].[C:28](Cl)(=[O:32])[C:29]([CH3:31])=[CH2:30]. (9) Given the product [CH2:18]([O:21][C:22]([N:24]1[C:30]2[CH:31]=[C:32]([O:37][CH2:38][CH2:39][CH2:40][C:41]([O:43][CH3:44])=[O:42])[C:33]([O:35][CH3:36])=[CH:34][C:29]=2[C:28](=[O:45])[N:27]2[CH2:46][CH2:47][CH2:48][C@H:26]2[CH:25]1[O:49][CH:6]1[CH2:5][CH2:4][CH2:3][CH2:2][O:1]1)=[O:23])[CH:19]=[CH2:20], predict the reactants needed to synthesize it. The reactants are: [O:1]1[CH:6]=[CH:5][CH2:4][CH2:3][CH2:2]1.C1(C)C=CC(S(O)(=O)=O)=CC=1.[CH2:18]([O:21][C:22]([N:24]1[C:30]2[CH:31]=[C:32]([O:37][CH2:38][CH2:39][CH2:40][C:41]([O:43][CH3:44])=[O:42])[C:33]([O:35][CH3:36])=[CH:34][C:29]=2[C:28](=[O:45])[N:27]2[CH2:46][CH2:47][CH2:48][CH:26]2[CH:25]1[OH:49])=[O:23])[CH:19]=[CH2:20].